This data is from Peptide-MHC class I binding affinity with 185,985 pairs from IEDB/IMGT. The task is: Regression. Given a peptide amino acid sequence and an MHC pseudo amino acid sequence, predict their binding affinity value. This is MHC class I binding data. (1) The peptide sequence is LYQPPQTSI. The MHC is HLA-A30:02 with pseudo-sequence HLA-A30:02. The binding affinity (normalized) is 0. (2) The peptide sequence is GEGLHKLGY. The MHC is HLA-B44:02 with pseudo-sequence HLA-B44:02. The binding affinity (normalized) is 0.557. (3) The peptide sequence is TPGPGIRYPL. The MHC is HLA-B54:01 with pseudo-sequence HLA-B54:01. The binding affinity (normalized) is 0. (4) The peptide sequence is TAFTIPSI. The MHC is HLA-A30:02 with pseudo-sequence HLA-A30:02. The binding affinity (normalized) is 0. (5) The peptide sequence is FLTGTFVTA. The MHC is HLA-A02:02 with pseudo-sequence HLA-A02:02. The binding affinity (normalized) is 0.857.